From a dataset of Forward reaction prediction with 1.9M reactions from USPTO patents (1976-2016). Predict the product of the given reaction. (1) Given the reactants [NH2:1][C:2]1[CH:7]=[C:6]([C:8]([OH:11])([CH3:10])[CH3:9])[CH:5]=[CH:4][N:3]=1.[H-].[Na+].F[C:15]1[C:24]2[C:19](=[CH:20][CH:21]=[CH:22][CH:23]=2)[C:18]([N+:25]([O-:27])=[O:26])=[CH:17][CH:16]=1, predict the reaction product. The product is: [N+:25]([C:18]1[C:19]2[C:24](=[CH:23][CH:22]=[CH:21][CH:20]=2)[C:15]([O:11][C:8]([C:6]2[CH:5]=[CH:4][N:3]=[C:2]([NH2:1])[CH:7]=2)([CH3:9])[CH3:10])=[CH:16][CH:17]=1)([O-:27])=[O:26]. (2) Given the reactants P(O)([O-])([O-])=O.[K+].[K+].[Cl:8][C:9]1[CH:14]=[CH:13][C:12](B2OCCCO2)=[C:11]([F:21])[C:10]=1[O:22][CH3:23].[Cl:24][C:25]1[C:30]([Cl:31])=[C:29](Cl)[N:28]=[C:27]([C:33]([O:35][CH2:36][C:37]2[CH:42]=[CH:41][CH:40]=[CH:39][CH:38]=2)=[O:34])[CH:26]=1.C1(P(C2C=CC=CC=2)C2C=CC=CC=2)C=CC=CC=1, predict the reaction product. The product is: [Cl:24][C:25]1[C:30]([Cl:31])=[C:29]([C:12]2[CH:13]=[CH:14][C:9]([Cl:8])=[C:10]([O:22][CH3:23])[C:11]=2[F:21])[N:28]=[C:27]([C:33]([O:35][CH2:36][C:37]2[CH:42]=[CH:41][CH:40]=[CH:39][CH:38]=2)=[O:34])[CH:26]=1.